Dataset: Forward reaction prediction with 1.9M reactions from USPTO patents (1976-2016). Task: Predict the product of the given reaction. (1) Given the reactants [F:1][C:2]1[CH:7]=[CH:6][C:5]([OH:8])=[CH:4][CH:3]=1.[CH2:9]([CH:11]1[O:13][CH2:12]1)Cl.C(=O)([O-])[O-].[K+].[K+].O, predict the reaction product. The product is: [F:1][C:2]1[CH:7]=[CH:6][C:5]([O:8][CH2:9][CH:11]2[CH2:12][O:13]2)=[CH:4][CH:3]=1. (2) Given the reactants [C:1]([OH:10])(=O)[C:2]1[C:3](=[CH:5][CH:6]=[CH:7][CH:8]=1)[OH:4].S(Cl)(Cl)=O.[F:15][C:16]1[CH:21]=[C:20]([F:22])[CH:19]=[CH:18][C:17]=1[NH2:23], predict the reaction product. The product is: [F:15][C:16]1[CH:21]=[C:20]([F:22])[CH:19]=[CH:18][C:17]=1[NH:23][C:1](=[O:10])[C:2]1[CH:8]=[CH:7][CH:6]=[CH:5][C:3]=1[OH:4]. (3) Given the reactants [CH3:1][C@H:2]1[NH:8][CH2:7][C:6]2[CH:9]=[CH:10][C:11]([C:13]([O:15][CH3:16])=[O:14])=[CH:12][C:5]=2[O:4][CH2:3]1.[CH3:17][C:18]1([C:22](O)=[O:23])[CH2:21][CH2:20][CH2:19]1.CN(C(ON1N=NC2C=CC=NC1=2)=[N+](C)C)C.F[P-](F)(F)(F)(F)F.CCN(C(C)C)C(C)C, predict the reaction product. The product is: [CH3:1][C@H:2]1[N:8]([C:22]([C:18]2([CH3:17])[CH2:21][CH2:20][CH2:19]2)=[O:23])[CH2:7][C:6]2[CH:9]=[CH:10][C:11]([C:13]([O:15][CH3:16])=[O:14])=[CH:12][C:5]=2[O:4][CH2:3]1. (4) Given the reactants [Br:1][C:2]1[CH:3]=[N:4][C:5]2[N:6]([N:8]=[C:9]([C:11]([OH:13])=O)[CH:10]=2)[CH:7]=1.[CH3:14][CH:15]1[CH2:20][C:19]([C:21]2[CH:26]=[CH:25][CH:24]=[C:23]([C:27]([F:30])([F:29])[F:28])[CH:22]=2)=[CH:18][CH2:17][NH:16]1, predict the reaction product. The product is: [Br:1][C:2]1[CH:3]=[N:4][C:5]2[N:6]([N:8]=[C:9]([C:11]([N:16]3[CH2:17][CH:18]=[C:19]([C:21]4[CH:26]=[CH:25][CH:24]=[C:23]([C:27]([F:28])([F:29])[F:30])[CH:22]=4)[CH2:20][CH:15]3[CH3:14])=[O:13])[CH:10]=2)[CH:7]=1. (5) Given the reactants [NH2:1][C:2]1[N:7]=[C:6]([CH3:8])[C:5]([C:9]#[N:10])=[C:4]([O-])[CH:3]=1.[Na+].P(Cl)(Cl)[Cl:14].O=P(Cl)(Cl)Cl, predict the reaction product. The product is: [NH2:1][C:2]1[CH:3]=[C:4]([Cl:14])[C:5]([C:9]#[N:10])=[C:6]([CH3:8])[N:7]=1. (6) Given the reactants [C:1]1([C@H:7]([NH2:9])[CH3:8])[CH:6]=[CH:5][CH:4]=[CH:3][CH:2]=1.Br[CH2:11][C:12]#[N:13], predict the reaction product. The product is: [C:1]1([C@H:7]([NH:9][CH2:11][C:12]#[N:13])[CH3:8])[CH:6]=[CH:5][CH:4]=[CH:3][CH:2]=1. (7) Given the reactants [CH3:1][O:2][C:3]1[CH:8]=[CH:7][CH:6]=[CH:5][C:4]=1[C:9]1[C:17]2[C:12](=[N:13][CH:14]=[C:15]([C:18]3[CH:19]=[C:20]([C:24]4([CH3:31])[NH:28][C:27](=[O:29])[NH:26][C:25]4=[O:30])[CH:21]=[CH:22][CH:23]=3)[CH:16]=2)[N:11](S(C2C=CC(C)=CC=2)(=O)=O)[CH:10]=1.[OH-].[K+], predict the reaction product. The product is: [CH3:1][O:2][C:3]1[CH:8]=[CH:7][CH:6]=[CH:5][C:4]=1[C:9]1[C:17]2[C:12](=[N:13][CH:14]=[C:15]([C:18]3[CH:19]=[C:20]([C:24]4([CH3:31])[NH:28][C:27](=[O:29])[NH:26][C:25]4=[O:30])[CH:21]=[CH:22][CH:23]=3)[CH:16]=2)[NH:11][CH:10]=1. (8) Given the reactants [Cl:1][C:2]1[CH:3]=[C:4]([CH:8]=[CH:9][C:10]=1[C:11](=[O:26])[NH:12][C:13]1[CH:18]=[CH:17][C:16]([Cl:19])=[C:15]([C:20]2[CH:25]=[CH:24][CH:23]=[CH:22][N:21]=2)[CH:14]=1)[C:5](O)=[O:6].[C:27]([N:30]1[CH2:35][CH2:34][NH:33][CH2:32][CH2:31]1)(=[O:29])[CH3:28], predict the reaction product. The product is: [C:27]([N:30]1[CH2:35][CH2:34][N:33]([C:5]([C:4]2[CH:8]=[CH:9][C:10]([C:11]([NH:12][C:13]3[CH:18]=[CH:17][C:16]([Cl:19])=[C:15]([C:20]4[CH:25]=[CH:24][CH:23]=[CH:22][N:21]=4)[CH:14]=3)=[O:26])=[C:2]([Cl:1])[CH:3]=2)=[O:6])[CH2:32][CH2:31]1)(=[O:29])[CH3:28]. (9) Given the reactants [CH2:1]([C:5]1[N:10]2[N:11]=[CH:12][CH:13]=[C:9]2[N:8]([C@H:14]2[CH2:19][CH2:18][C@H:17]([OH:20])[CH2:16][CH2:15]2)[C:7](=[O:21])[C:6]=1[CH2:22][C:23]1[CH:24]=[CH:25][C:26]([C:29]2[CH:36]=[CH:35][CH:34]=[CH:33][C:30]=2[C:31]#[N:32])=[N:27][CH:28]=1)[CH2:2][CH2:3][CH3:4].[N+](=[CH:39][C:40]([O:42][CH2:43][CH3:44])=[O:41])=[N-].C(OCC)(=O)C.O, predict the reaction product. The product is: [CH2:43]([O:42][C:40](=[O:41])[CH2:39][O:20][C@H:17]1[CH2:18][CH2:19][C@H:14]([N:8]2[C:7](=[O:21])[C:6]([CH2:22][C:23]3[CH:28]=[N:27][C:26]([C:29]4[CH:36]=[CH:35][CH:34]=[CH:33][C:30]=4[C:31]#[N:32])=[CH:25][CH:24]=3)=[C:5]([CH2:1][CH2:2][CH2:3][CH3:4])[N:10]3[N:11]=[CH:12][CH:13]=[C:9]23)[CH2:15][CH2:16]1)[CH3:44].